From a dataset of Reaction yield outcomes from USPTO patents with 853,638 reactions. Predict the reaction yield, written as a fraction of the theoretical maximum amount of product (1.0 means a 100% yield; for example, 0.34 means a 34% yield). (1) The reactants are [N:1]1[CH:6]=[CH:5][CH:4]=[C:3](B(O)O)[CH:2]=1.Br[C:11]1[CH:20]=[CH:19][C:14]([C:15]([O:17][CH3:18])=[O:16])=[CH:13][CH:12]=1.C([O-])([O-])=O.[Na+].[Na+].C1(P(C2C=CC=CC=2)C2C=CC=CC=2)C=CC=CC=1. The catalyst is C1C=CC([P]([Pd]([P](C2C=CC=CC=2)(C2C=CC=CC=2)C2C=CC=CC=2)([P](C2C=CC=CC=2)(C2C=CC=CC=2)C2C=CC=CC=2)[P](C2C=CC=CC=2)(C2C=CC=CC=2)C2C=CC=CC=2)(C2C=CC=CC=2)C2C=CC=CC=2)=CC=1.C(Cl)Cl.O.CCO.COCCOC. The product is [CH3:18][O:17][C:15](=[O:16])[C:14]1[CH:19]=[CH:20][C:11]([C:3]2[CH:2]=[N:1][CH:6]=[CH:5][CH:4]=2)=[CH:12][CH:13]=1. The yield is 0.500. (2) The reactants are [C:1]1([C:7]2[CH:38]=[CH:37][C:10]3[N:11]=[C:12]([CH2:14][C:15]4[O:19][C:18]([CH2:20][C@H:21]([NH:32][S:33](=[O:36])(=[O:35])[NH2:34])[C:22]([O:24]CC5C=CC=CC=5)=O)=[N:17][N:16]=4)[S:13][C:9]=3[CH:8]=2)[CH:6]=[CH:5][CH:4]=[CH:3][CH:2]=1.C[O-].[Na+].Cl. The catalyst is CO.C1COCC1. The product is [C:1]1([C:7]2[CH:38]=[CH:37][C:10]3[N:11]=[C:12]([CH2:14][C:15]4[O:19][C:18]([CH2:20][C@@H:21]5[NH:32][S:33](=[O:35])(=[O:36])[NH:34][C:22]5=[O:24])=[N:17][N:16]=4)[S:13][C:9]=3[CH:8]=2)[CH:2]=[CH:3][CH:4]=[CH:5][CH:6]=1. The yield is 0.460. (3) The reactants are [CH3:1][O:2][CH2:3][C@@H:4]([O:6][C:7]1[CH:8]=[C:9]([CH:14]=[C:15]([O:17][C:18]2[CH:23]=[CH:22][C:21]([S:24]([CH3:27])(=[O:26])=[O:25])=[CH:20][CH:19]=2)[CH:16]=1)[C:10]([O:12]C)=[O:11])[CH3:5].[OH-].[Na+]. The catalyst is C1COCC1. The yield is 0.830. The product is [CH3:1][O:2][CH2:3][C@@H:4]([O:6][C:7]1[CH:8]=[C:9]([CH:14]=[C:15]([O:17][C:18]2[CH:19]=[CH:20][C:21]([S:24]([CH3:27])(=[O:25])=[O:26])=[CH:22][CH:23]=2)[CH:16]=1)[C:10]([OH:12])=[O:11])[CH3:5]. (4) No catalyst specified. The product is [C:1]1([CH2:7][C:11]([O:10][CH2:8][CH3:9])=[O:15])[CH:6]=[CH:5][CH:4]=[CH:3][CH:2]=1. The yield is 0.640. The reactants are [C:1]1([CH3:7])[CH:6]=[CH:5][CH:4]=[CH:3][CH:2]=1.[CH2:8]([OH:10])[CH3:9].[C:11]([O:15]OC(C)(C)C)(C)(C)C.[C]=O.